This data is from Merck oncology drug combination screen with 23,052 pairs across 39 cell lines. The task is: Regression. Given two drug SMILES strings and cell line genomic features, predict the synergy score measuring deviation from expected non-interaction effect. (1) Drug 1: CS(=O)(=O)CCNCc1ccc(-c2ccc3ncnc(Nc4ccc(OCc5cccc(F)c5)c(Cl)c4)c3c2)o1. Drug 2: CNC(=O)c1cc(Oc2ccc(NC(=O)Nc3ccc(Cl)c(C(F)(F)F)c3)cc2)ccn1. Cell line: T47D. Synergy scores: synergy=1.86. (2) Drug 1: COc1cccc2c1C(=O)c1c(O)c3c(c(O)c1C2=O)CC(O)(C(=O)CO)CC3OC1CC(N)C(O)C(C)O1. Drug 2: Cc1nc(Nc2ncc(C(=O)Nc3c(C)cccc3Cl)s2)cc(N2CCN(CCO)CC2)n1. Cell line: COLO320DM. Synergy scores: synergy=25.8. (3) Drug 1: N#Cc1ccc(Cn2cncc2CN2CCN(c3cccc(Cl)c3)C(=O)C2)cc1. Drug 2: Nc1ccn(C2OC(CO)C(O)C2(F)F)c(=O)n1. Synergy scores: synergy=-1.60. Cell line: NCIH2122.